This data is from Reaction yield outcomes from USPTO patents with 853,638 reactions. The task is: Predict the reaction yield, written as a fraction of the theoretical maximum amount of product (1.0 means a 100% yield; for example, 0.34 means a 34% yield). (1) The reactants are [OH:1][C@H:2]1[CH2:6][N:5](C(OCC2C=CC=CC=2)=O)[C@@H:4]([CH2:17][OH:18])[CH2:3]1.[ClH:19].O1CCOCC1.CO. The catalyst is C(O)C.[Pd]. The product is [ClH:19].[OH:18][CH2:17][C@@H:4]1[NH:5][CH2:6][C@H:2]([OH:1])[CH2:3]1. The yield is 0.870. (2) The reactants are Cl[C:2]1[N:7]=[C:6]([NH:8][C@@H:9]2[C@@H:14]3[CH2:15][C@@H:11]([CH:12]=[CH:13]3)[C@@H:10]2[C:16]([NH2:18])=[O:17])[C:5]([Cl:19])=[CH:4][N:3]=1.[NH2:20][C:21]1[C:35]([O:36][CH3:37])=[CH:34][C:24]2[CH2:25][CH2:26][N:27]([CH2:30][C@H:31]([OH:33])[CH3:32])[CH2:28][CH2:29][C:23]=2[CH:22]=1. No catalyst specified. The product is [Cl:19][C:5]1[C:6]([NH:8][C@@H:9]2[C@@H:14]3[CH2:15][C@@H:11]([CH:12]=[CH:13]3)[C@@H:10]2[C:16]([NH2:18])=[O:17])=[N:7][C:2]([NH:20][C:21]2[C:35]([O:36][CH3:37])=[CH:34][C:24]3[CH2:25][CH2:26][N:27]([CH2:30][C@H:31]([OH:33])[CH3:32])[CH2:28][CH2:29][C:23]=3[CH:22]=2)=[N:3][CH:4]=1. The yield is 0.630. (3) The reactants are C([Sn](CCCC)(CCCC)[C:6]1[S:10][CH:9]=[N:8][CH:7]=1)CCC.[Cl:19][C:20]1[CH:29]=[CH:28][C:27](I)=[CH:26][C:21]=1[C:22]([O:24][CH3:25])=[O:23]. The catalyst is C1(C)C=CC=CC=1.C1C=CC([P]([Pd]([P](C2C=CC=CC=2)(C2C=CC=CC=2)C2C=CC=CC=2)([P](C2C=CC=CC=2)(C2C=CC=CC=2)C2C=CC=CC=2)[P](C2C=CC=CC=2)(C2C=CC=CC=2)C2C=CC=CC=2)(C2C=CC=CC=2)C2C=CC=CC=2)=CC=1. The product is [Cl:19][C:20]1[CH:29]=[CH:28][C:27]([C:6]2[S:10][CH:9]=[N:8][CH:7]=2)=[CH:26][C:21]=1[C:22]([O:24][CH3:25])=[O:23]. The yield is 0.670. (4) The reactants are C[O:2][C:3]1[CH:8]=[CH:7][N:6]=[C:5]([C:9]([O:11][CH3:12])=[O:10])[CH:4]=1.Cl[C:14]([O:16][C:17]1[CH:22]=[CH:21][CH:20]=[CH:19][CH:18]=1)=[O:15].[Cl-].[Cl:24][C:25]1[CH:30]=[CH:29][C:28]([Zn+])=[C:27]([F:32])[C:26]=1[O:33][CH3:34]. The catalyst is C1COCC1. The product is [C:17]1([O:16][C:14]([N:6]2[CH:7]([C:28]3[CH:29]=[CH:30][C:25]([Cl:24])=[C:26]([O:33][CH3:34])[C:27]=3[F:32])[CH2:8][C:3](=[O:2])[CH:4]=[C:5]2[C:9]([O:11][CH3:12])=[O:10])=[O:15])[CH:22]=[CH:21][CH:20]=[CH:19][CH:18]=1. The yield is 0.570.